Dataset: Full USPTO retrosynthesis dataset with 1.9M reactions from patents (1976-2016). Task: Predict the reactants needed to synthesize the given product. Given the product [NH2:3][CH2:2][CH2:1][NH:4][S:14]([C:9]1[CH:10]=[CH:11][CH:12]=[CH:13][C:8]=1[N+:5]([O-:7])=[O:6])(=[O:15])=[O:16], predict the reactants needed to synthesize it. The reactants are: [CH2:1]([NH2:4])[CH2:2][NH2:3].[N+:5]([C:8]1[CH:13]=[CH:12][CH:11]=[CH:10][C:9]=1[S:14](Cl)(=[O:16])=[O:15])([O-:7])=[O:6].